Dataset: CYP2C9 inhibition data for predicting drug metabolism from PubChem BioAssay. Task: Regression/Classification. Given a drug SMILES string, predict its absorption, distribution, metabolism, or excretion properties. Task type varies by dataset: regression for continuous measurements (e.g., permeability, clearance, half-life) or binary classification for categorical outcomes (e.g., BBB penetration, CYP inhibition). Dataset: cyp2c9_veith. (1) The molecule is CCC/C=C(\CCC)C(NP(=O)(c1ccccc1)c1ccccc1)c1ccc(-c2ccccc2)cc1. The result is 1 (inhibitor). (2) The drug is CO[C@@H]1COC(=O)C/C=C\[C@H](C)[C@@H](OC)COC(=O)[C@H]2CCCN2C(=O)C/C=C\[C@H]1C. The result is 0 (non-inhibitor). (3) The compound is Cc1ccc(S(=O)(=O)Oc2cc(N)c3c(n2)CCC3)cc1. The result is 0 (non-inhibitor). (4) The molecule is O=C(NCC1CCC(C(=O)O)CC1)OCc1ccccc1. The result is 0 (non-inhibitor). (5) The molecule is CCN(CC)CCNC(=O)c1ccc(NC(C)=O)cc1. The result is 0 (non-inhibitor). (6) The compound is C[C@@H](Cc1ccccc1)[C@@H](C)N. The result is 0 (non-inhibitor). (7) The molecule is COc1ccc(NC(=O)N2CC[C@@]3(CCCN(C(=O)c4ccncc4)C3)C2)cc1. The result is 0 (non-inhibitor).